Dataset: Forward reaction prediction with 1.9M reactions from USPTO patents (1976-2016). Task: Predict the product of the given reaction. (1) Given the reactants [F:1][C:2]1[CH:7]=[CH:6][CH:5]=[CH:4][C:3]=1[C:8]1[C:16]2[O:15][CH:14]([CH2:17]OS(C3C=CC(C)=CC=3)(=O)=O)[CH2:13][C:12]=2[CH:11]=[C:10]([O:29][CH3:30])[CH:9]=1.[CH3:31][NH2:32], predict the reaction product. The product is: [F:1][C:2]1[CH:7]=[CH:6][CH:5]=[CH:4][C:3]=1[C:8]1[C:16]2[O:15][CH:14]([CH2:17][NH:32][CH3:31])[CH2:13][C:12]=2[CH:11]=[C:10]([O:29][CH3:30])[CH:9]=1. (2) The product is: [NH2:20][C:8]1[CH:7]=[C:6]([C:54]([NH:51][CH2:50][CH:47]2[CH2:46][CH2:45][N:44]([CH2:43][C:40]3[S:39][C:38]([C:33]4[CH:34]=[CH:35][CH:36]=[CH:37][N:32]=4)=[N:42][CH:41]=3)[CH2:49][CH2:48]2)=[O:55])[C:5]2[N:1]([CH:12]=[CH:11][N:13]=2)[C:9]=1[C:4]#[N:3]. Given the reactants [N:1]1(O)[C:5]2[CH:6]=[CH:7][CH:8]=[CH:9][C:4]=2[N:3]=N1.[CH2:11]([N:13](CC)CC)[CH3:12].C([N:20]=C=NCCCN(C)C)C.Cl.Cl.Cl.[N:32]1[CH:37]=[CH:36][CH:35]=[CH:34][C:33]=1[C:38]1[S:39][C:40]([CH2:43][N:44]2[CH2:49][CH2:48][CH:47]([CH2:50][NH2:51])[CH2:46][CH2:45]2)=[CH:41][N:42]=1.CN(C)[CH:54]=[O:55], predict the reaction product. (3) Given the reactants [O-]CC.[K+].[C:5]([O:8][CH2:6][CH3:5])(=[O:7])[C:6]([O:8][CH2:9][CH3:9])=[O:7].[CH2:15]([N:22]([C:30]1[C:35]([N+:36]([O-])=O)=[C:34]([CH3:39])[CH:33]=[CH:32][N:31]=1)[C:23](=[O:29])[O:24][C:25]([CH3:28])([CH3:27])[CH3:26])[C:16]1[CH:21]=[CH:20][CH:19]=[CH:18][CH:17]=1, predict the reaction product. The product is: [CH2:15]([N:22]([C:23]([O:24][C:25]([CH3:28])([CH3:27])[CH3:26])=[O:29])[C:30]1[N:31]=[CH:32][CH:33]=[C:34]2[CH:39]=[C:5]([C:6]([O:8][CH3:9])=[O:7])[NH:36][C:35]=12)[C:16]1[CH:21]=[CH:20][CH:19]=[CH:18][CH:17]=1. (4) Given the reactants [CH2:1]([N:3]1[C:7]([CH3:8])=[C:6]([NH:9][C:10](=[O:16])[O:11][C:12]([CH3:15])([CH3:14])[CH3:13])[CH:5]=[N:4]1)[CH3:2].[Li]CCCC.[CH3:22][C@:23]1([CH2:31][N:32]2[C:36]3[CH:37]=[C:38]([C:41]#[N:42])[CH:39]=[CH:40][C:35]=3[N:34]=[CH:33]2)CCC[C@:25]2(OC2)[CH2:24]1.CN1C(=O)CCC1, predict the reaction product. The product is: [CH2:1]([N:3]1[C:7]([CH3:8])=[C:6]([N:9]2[CH2:13][C@@:12]3([CH2:15][CH2:25][CH2:24][C@@:23]([CH2:31][N:32]4[C:36]5[CH:37]=[C:38]([C:41]#[N:42])[CH:39]=[CH:40][C:35]=5[N:34]=[CH:33]4)([CH3:22])[CH2:14]3)[O:11][C:10]2=[O:16])[CH:5]=[N:4]1)[CH3:2].